From a dataset of Catalyst prediction with 721,799 reactions and 888 catalyst types from USPTO. Predict which catalyst facilitates the given reaction. (1) Reactant: [Cl-].[CH:2]1([CH:5]([N:8]([CH3:23])[C:9]([C:11]2[N:12]=[C:13]([CH3:22])[S:14][C:15]=2[C:16]2[CH:21]=[CH:20][CH:19]=[CH:18][CH:17]=2)=[O:10])[CH2:6][NH3+:7])[CH2:4][CH2:3]1.[O:24]1[C:28]2=[CH:29][CH:30]=[CH:31][C:32]([C:33](O)=[O:34])=[C:27]2[CH:26]=[CH:25]1.CCN(C(C)C)C(C)C.CN(C(ON1N=NC2C=CC=NC1=2)=[N+](C)C)C.F[P-](F)(F)(F)(F)F. Product: [O:24]1[C:28]2=[CH:29][CH:30]=[CH:31][C:32]([C:33]([NH:7][CH2:6][CH:5]([N:8]([CH3:23])[C:9]([C:11]3[N:12]=[C:13]([CH3:22])[S:14][C:15]=3[C:16]3[CH:21]=[CH:20][CH:19]=[CH:18][CH:17]=3)=[O:10])[CH:2]3[CH2:4][CH2:3]3)=[O:34])=[C:27]2[CH:26]=[CH:25]1. The catalyst class is: 3. (2) Reactant: [C:1]([C:5]1[CH:6]=[CH:7][C:8]([CH3:38])=[C:9]([CH:37]=1)[O:10][C:11]1[S:12][CH:13]=[C:14]([C:16]([NH:18][C:19]2[C:20]([O:35][CH3:36])=[N:21][C:22]([NH:27][CH2:28][CH2:29][C:30]([O:32]CC)=[O:31])=[N:23][C:24]=2[O:25][CH3:26])=[O:17])[N:15]=1)([CH3:4])([CH3:3])[CH3:2].[OH-].[Na+].Cl. Product: [C:1]([C:5]1[CH:6]=[CH:7][C:8]([CH3:38])=[C:9]([CH:37]=1)[O:10][C:11]1[S:12][CH:13]=[C:14]([C:16]([NH:18][C:19]2[C:20]([O:35][CH3:36])=[N:21][C:22]([NH:27][CH2:28][CH2:29][C:30]([OH:32])=[O:31])=[N:23][C:24]=2[O:25][CH3:26])=[O:17])[N:15]=1)([CH3:4])([CH3:3])[CH3:2]. The catalyst class is: 1. (3) Reactant: [O:1]=[C:2]1[NH:10][CH:9]=[N:8][C:7]2[N:6]([CH2:11][CH2:12][C:13]([NH:15][CH2:16][CH2:17][CH2:18][N:19]3[CH2:23][CH2:22][CH2:21][C:20]3=[O:24])=[O:14])[CH:5]=[N:4][C:3]1=2.N12CCCN=C1CCCCC2.[CH2:36](Br)[C:37]1[CH:42]=[CH:41][CH:40]=[CH:39][CH:38]=1.C(#N)C. Product: [CH2:36]([N:10]1[C:2](=[O:1])[C:3]2[N:4]=[CH:5][N:6]([CH2:11][CH2:12][C:13]([NH:15][CH2:16][CH2:17][CH2:18][N:19]3[CH2:23][CH2:22][CH2:21][C:20]3=[O:24])=[O:14])[C:7]=2[N:8]=[CH:9]1)[C:37]1[CH:42]=[CH:41][CH:40]=[CH:39][CH:38]=1. The catalyst class is: 9. (4) Reactant: [CH2:1]([C:3]1[N:7]2[CH:8]=[CH:9][C:10]([C:12]([O:14]C)=[O:13])=[CH:11][C:6]2=[N:5][C:4]=1[CH2:16][CH2:17][CH3:18])[CH3:2].[OH-].[Na+]. The catalyst class is: 200. Product: [CH2:1]([C:3]1[N:7]2[CH:8]=[CH:9][C:10]([C:12]([OH:14])=[O:13])=[CH:11][C:6]2=[N:5][C:4]=1[CH2:16][CH2:17][CH3:18])[CH3:2]. (5) Reactant: [Mg].C1COCC1.[C:7]([O:10][C:11]1[C:16]([CH3:17])=[CH:15][CH:14]=[CH:13][C:12]=1[CH:18](Br)[CH2:19][CH2:20]Br)(=[O:9])[CH3:8].Cl. Product: [C:7]([O:10][C:11]1[C:16]([CH3:17])=[CH:15][CH:14]=[CH:13][C:12]=1[CH:18]1[CH2:20][CH2:19]1)(=[O:9])[CH3:8]. The catalyst class is: 93. (6) Reactant: [Si:1]([O:8][C@H:9]1[CH2:14][CH2:13][CH2:12][N:11]([C:15]2[CH:20]=[CH:19][N:18]=[CH:17][C:16]=2[N+:21]([O-])=O)[CH2:10]1)([C:4]([CH3:7])([CH3:6])[CH3:5])([CH3:3])[CH3:2]. Product: [C:4]([C:17]1[C:16]([NH2:21])=[C:15]([N:11]2[CH2:12][CH2:13][CH2:14][C@H:9]([O:8][Si:1]([C:4]([CH3:7])([CH3:6])[CH3:5])([CH3:3])[CH3:2])[CH2:10]2)[CH:20]=[CH:19][N:18]=1)([CH3:7])([CH3:6])[CH3:5]. The catalyst class is: 8. (7) Reactant: [N:1]1[C:10]2[C:5](=CC=C[CH:9]=2)C=CC=1.[Br:11]N1C(=O)CCC1=O.[C:29](OO[C:29](=O)[C:30]1[CH:35]=[CH:34][CH:33]=[CH:32][CH:31]=1)(=O)[C:30]1[CH:35]=[CH:34][CH:33]=[CH:32][CH:31]=1.Br.C(=O)([O-])[O-].[Na+].[Na+]. Product: [N:1]1[C:31]2[C:30](=[CH:35][CH:34]=[CH:33][CH:32]=2)[CH:29]=[CH:5][C:10]=1[CH2:9][Br:11]. The catalyst class is: 48. (8) Reactant: [CH2:1]([C:5]1[C:9]([CH2:10][OH:11])=[C:8]([CH3:12])[O:7][N:6]=1)[CH2:2][CH2:3][CH3:4].[CH3:13][O:14][C:15]([C:17]1[S:21][N:20]=[C:19](O)[CH:18]=1)=[O:16].C1(P(C2C=CC=CC=2)C2C=CC=CC=2)C=CC=CC=1.N(C(OCC)=O)=NC(OCC)=O. Product: [CH3:13][O:14][C:15]([C:17]1[S:21][N:20]=[C:19]([O:11][CH2:10][C:9]2[C:5]([CH2:1][CH2:2][CH2:3][CH3:4])=[N:6][O:7][C:8]=2[CH3:12])[CH:18]=1)=[O:16]. The catalyst class is: 1. (9) Reactant: C(OC([N:7]1[C@@H:11]([CH3:12])[CH:10]=[C:9]([C:13]2[N:14]=[C:15]([S:18][C:19]3[C@H:25]([CH3:26])[C@H:24]4[N:21]([C:22](=[O:30])[C@@H:23]4[C@H:27]([OH:29])[CH3:28])[C:20]=3[C:31]([O:33]CC=C)=[O:32])[S:16][CH:17]=2)[CH2:8]1)=O)C=C.C(O)(=O)C.C([SnH](CCCC)CCCC)CCC.P([O-])([O-])([O-])=O. Product: [OH:29][C@@H:27]([C@H:23]1[C:22](=[O:30])[N:21]2[C@@H:24]1[C@@H:25]([CH3:26])[C:19]([S:18][C:15]1[S:16][CH:17]=[C:13]([C:9]3[CH2:8][NH:7][C@H:11]([CH3:12])[CH:10]=3)[N:14]=1)=[C:20]2[C:31]([OH:33])=[O:32])[CH3:28]. The catalyst class is: 4.